From a dataset of Cav3 T-type calcium channel HTS with 100,875 compounds. Binary Classification. Given a drug SMILES string, predict its activity (active/inactive) in a high-throughput screening assay against a specified biological target. The compound is Clc1ccc(c2oc(c(n2)CS(=O)CC(=O)NCCN2CCCC2)C)cc1. The result is 0 (inactive).